Task: Predict the reaction yield, written as a fraction of the theoretical maximum amount of product (1.0 means a 100% yield; for example, 0.34 means a 34% yield).. Dataset: Reaction yield outcomes from USPTO patents with 853,638 reactions (1) The reactants are [N:1]1[CH:6]=[CH:5][CH:4]=[C:3]([C:7]2[O:11][C:10]([C:12]([O:14]C)=O)=[N:9][N:8]=2)[CH:2]=1.Br[CH2:17][CH2:18][CH2:19][CH2:20][CH2:21][CH2:22][C:23]1[CH:28]=[CH:27][CH:26]=[CH:25][CH:24]=1. No catalyst specified. The product is [C:23]1([CH2:22][CH2:21][CH2:20][CH2:19][CH2:18][CH2:17][C:12]([C:10]2[O:11][C:7]([C:3]3[CH:2]=[N:1][CH:6]=[CH:5][CH:4]=3)=[N:8][N:9]=2)=[O:14])[CH:28]=[CH:27][CH:26]=[CH:25][CH:24]=1. The yield is 0.340. (2) The reactants are [CH3:1][O:2][C:3]1[C:12]([C:13]2[CH:18]=[CH:17][CH:16]=[CH:15][C:14]=2[F:19])=[CH:11][C:10]2[C:5](=[CH:6][CH:7]=[CH:8][CH:9]=2)[CH:4]=1.CN(C)C=O.[Br:25]N1C(=O)CCC1=O. The catalyst is O. The product is [Br:25][C:4]1[C:5]2[C:10](=[CH:9][CH:8]=[CH:7][CH:6]=2)[CH:11]=[C:12]([C:13]2[CH:18]=[CH:17][CH:16]=[CH:15][C:14]=2[F:19])[C:3]=1[O:2][CH3:1]. The yield is 0.950. (3) The reactants are [CH3:1][O:2][C:3](=[O:12])[C:4]1[CH:9]=[CH:8][C:7]([CH2:10][OH:11])=[CH:6][CH:5]=1.[CH2:13]1[O:15][CH2:14]1.B(F)(F)F.CCOCC. The catalyst is ClCCl.[Cl-].[Na+].O. The product is [CH3:1][O:2][C:3](=[O:12])[C:4]1[CH:9]=[CH:8][C:7]([CH2:10][O:11][CH2:13][CH2:14][OH:15])=[CH:6][CH:5]=1. The yield is 0.170. (4) The reactants are [CH3:1][O:2][C:3]1[CH:4]=[CH:5][C:6]2[O:10][C:9]([C:11]([OH:13])=O)=[CH:8][C:7]=2[CH:14]=1.[CH3:15][CH2:16][CH:17]([NH2:21])[CH2:18][CH2:19][CH3:20]. No catalyst specified. The product is [CH3:15][CH2:16][CH:17]([NH:21][C:11]([C:9]1[O:10][C:6]2[CH:5]=[CH:4][C:3]([O:2][CH3:1])=[CH:14][C:7]=2[CH:8]=1)=[O:13])[CH2:18][CH2:19][CH3:20]. The yield is 0.320. (5) The reactants are [NH2:1][C:2]1[C:11]([N+:12]([O-])=O)=[CH:10][C:5]([C:6]([O:8][CH3:9])=[O:7])=[C:4]([CH3:15])[CH:3]=1. The catalyst is [Pd].CO. The product is [NH2:1][C:2]1[C:11]([NH2:12])=[CH:10][C:5]([C:6]([O:8][CH3:9])=[O:7])=[C:4]([CH3:15])[CH:3]=1. The yield is 0.760. (6) The reactants are [CH3:1][O:2][CH2:3][O:4][C:5]1[C:6]([Br:25])=[C:7]([CH2:17][CH2:18][O:19][CH2:20][CH:21]([OH:24])[CH2:22][OH:23])[C:8]([CH2:15][CH3:16])=[C:9]([O:11][CH2:12][O:13][CH3:14])[CH:10]=1.CO[C:28](OC)([CH3:30])[CH3:29].O.C1(C)C=CC(S(O)(=O)=O)=CC=1. The catalyst is CN(C)C=O. The product is [CH3:1][O:2][CH2:3][O:4][C:5]1[CH:10]=[C:9]([O:11][CH2:12][O:13][CH3:14])[C:8]([CH2:15][CH3:16])=[C:7]([CH2:17][CH2:18][O:19][CH2:20][CH:21]2[CH2:22][O:23][C:28]([CH3:30])([CH3:29])[O:24]2)[C:6]=1[Br:25]. The yield is 0.930. (7) The reactants are Cl[C:2]1[C:3]2[CH:20]=[CH:19][N:18]([CH2:21][CH2:22][S:23]([CH3:26])(=[O:25])=[O:24])[C:4]=2[N:5]=[C:6]([S:8]([C:11]2[CH:16]=[CH:15][C:14]([F:17])=[CH:13][CH:12]=2)(=[O:10])=[O:9])[N:7]=1.[CH3:27][C:28]1[NH:32][N:31]=[C:30]([NH2:33])[CH:29]=1.[I-].[Na+].CCN(C(C)C)C(C)C. The catalyst is CN(C=O)C. The product is [F:17][C:14]1[CH:15]=[CH:16][C:11]([S:8]([C:6]2[N:7]=[C:2]([NH:33][C:30]3[CH:29]=[C:28]([CH3:27])[NH:32][N:31]=3)[C:3]3[CH:20]=[CH:19][N:18]([CH2:21][CH2:22][S:23]([CH3:26])(=[O:25])=[O:24])[C:4]=3[N:5]=2)(=[O:10])=[O:9])=[CH:12][CH:13]=1. The yield is 0.300. (8) The catalyst is C1COCC1. The yield is 0.870. The reactants are [C:1]1([CH:7]2[CH2:12][CH2:11][N:10]([CH2:13][CH2:14][C:15]#[N:16])[CH2:9][CH2:8]2)[CH:6]=[CH:5][CH:4]=[CH:3][CH:2]=1.Cl.[OH-].[Na+]. The product is [C:1]1([CH:7]2[CH2:8][CH2:9][N:10]([CH2:13][CH2:14][CH2:15][NH2:16])[CH2:11][CH2:12]2)[CH:2]=[CH:3][CH:4]=[CH:5][CH:6]=1.